This data is from Full USPTO retrosynthesis dataset with 1.9M reactions from patents (1976-2016). The task is: Predict the reactants needed to synthesize the given product. The reactants are: [OH:1][C:2]1[CH:7]=[CH:6][C:5]([SH:8])=[CH:4][CH:3]=1.Br[CH2:10][CH2:11][CH2:12][CH2:13][CH2:14][C:15]([OH:17])=[O:16].C(N(CC)CC)C. Given the product [OH:1][C:2]1[CH:7]=[CH:6][C:5]([S:8][CH2:10][CH2:11][CH2:12][CH2:13][CH2:14][C:15]([OH:17])=[O:16])=[CH:4][CH:3]=1, predict the reactants needed to synthesize it.